Dataset: Reaction yield outcomes from USPTO patents with 853,638 reactions. Task: Predict the reaction yield, written as a fraction of the theoretical maximum amount of product (1.0 means a 100% yield; for example, 0.34 means a 34% yield). (1) The reactants are [CH3:1][C:2]1[C:7]([CH2:8][C:9]([O:11][CH3:12])=[O:10])=[C:6]([C:13]2[CH:18]=[CH:17][C:16]([CH3:19])=[CH:15][CH:14]=2)[N:5]=[C:4]([N:20]2[CH2:25][CH2:24][CH2:23][CH2:22][CH2:21]2)[N:3]=1.[Li+].C[Si]([N-][Si](C)(C)C)(C)C.[CH2:36]1[CH2:40]O[CH2:38][CH2:37]1.IC(CC)C. The catalyst is CN(C=O)C. The product is [CH3:40][CH:36]([CH2:37][CH3:38])[CH:8]([C:7]1[C:2]([CH3:1])=[N:3][C:4]([N:20]2[CH2:21][CH2:22][CH2:23][CH2:24][CH2:25]2)=[N:5][C:6]=1[C:13]1[CH:18]=[CH:17][C:16]([CH3:19])=[CH:15][CH:14]=1)[C:9]([O:11][CH3:12])=[O:10]. The yield is 0.330. (2) The reactants are [CH:1]([C:3]1[N:4]([CH2:12][CH2:13][C:14]([OH:16])=[O:15])[C:5]2[C:10]([CH:11]=1)=[CH:9][CH:8]=[CH:7][CH:6]=2)=O.[CH3:17][N:18]([C:21]([O:23][CH2:24][CH:25]1[C:37]2[CH:36]=[CH:35][CH:34]=[CH:33][C:32]=2[C:31]2[C:26]1=[CH:27][CH:28]=[CH:29][CH:30]=2)=[O:22])[NH:19][CH3:20].C(O[BH-](OC(=O)C)OC(=O)C)(=O)C.[Na+]. The catalyst is ClCCCl. The product is [CH:27]1[C:26]2[CH:25]([CH2:24][O:23][C:21]([N:18]([CH3:17])[N:19]([CH2:1][C:3]3[N:4]([CH2:12][CH2:13][C:14]([OH:16])=[O:15])[C:5]4[C:10]([CH:11]=3)=[CH:9][CH:8]=[CH:7][CH:6]=4)[CH3:20])=[O:22])[C:37]3[C:32](=[CH:33][CH:34]=[CH:35][CH:36]=3)[C:31]=2[CH:30]=[CH:29][CH:28]=1. The yield is 0.620. (3) The reactants are [CH3:1][C:2]1([CH3:36])[CH2:7][C:6](=O)[CH2:5][C:4]([CH3:10])([CH3:9])[P:3]1[C:11]1[C:16]([O:17][CH3:18])=[CH:15][CH:14]=[C:13]([O:19][CH3:20])[C:12]=1[C:21]1[C:26]([CH:27]([CH3:29])[CH3:28])=[CH:25][C:24]([CH:30]([CH3:32])[CH3:31])=[CH:23][C:22]=1[CH:33]([CH3:35])[CH3:34].C(O)COCCO.O.NN.[OH-].[K+]. No catalyst specified. The product is [CH3:36][C:2]1([CH3:1])[CH2:7][CH2:6][CH2:5][C:4]([CH3:9])([CH3:10])[P:3]1[C:11]1[C:16]([O:17][CH3:18])=[CH:15][CH:14]=[C:13]([O:19][CH3:20])[C:12]=1[C:21]1[C:26]([CH:27]([CH3:28])[CH3:29])=[CH:25][C:24]([CH:30]([CH3:32])[CH3:31])=[CH:23][C:22]=1[CH:33]([CH3:35])[CH3:34]. The yield is 0.270.